Task: Predict the reaction yield, written as a fraction of the theoretical maximum amount of product (1.0 means a 100% yield; for example, 0.34 means a 34% yield).. Dataset: Reaction yield outcomes from USPTO patents with 853,638 reactions (1) The reactants are [Cl:1][C:2]1[CH:7]=[N:6][C:5]2=[CH:8][N:9]([CH2:11][C:12]([NH:16][C:17](=[O:29])[C:18]3[CH:23]=[CH:22][C:21]([O:24][C:25]([F:28])([F:27])[F:26])=[CH:20][CH:19]=3)([C:14]#[N:15])[CH3:13])[N:10]=[C:4]2[CH:3]=1.[Br:30]N1C(=O)CCC1=O. The catalyst is C(#N)C. The product is [Br:30][C:8]1[N:9]([CH2:11][C:12]([NH:16][C:17](=[O:29])[C:18]2[CH:23]=[CH:22][C:21]([O:24][C:25]([F:26])([F:27])[F:28])=[CH:20][CH:19]=2)([C:14]#[N:15])[CH3:13])[N:10]=[C:4]2[CH:3]=[C:2]([Cl:1])[CH:7]=[N:6][C:5]=12. The yield is 0.800. (2) The reactants are [CH3:1][N:2]1[C:10]2[CH:9]=[C:8]([N:11]3[CH:16]=[CH:15][C:14]([C:17]4[CH:18]=[N:19][C:20]([C:23]([F:26])([F:25])[F:24])=[CH:21][CH:22]=4)=[CH:13][C:12]3=[O:27])[CH:7]=[CH:6][C:5]=2[C:4]2[CH2:28][N:29](C(OC(C)(C)C)=O)[CH2:30][CH2:31][CH2:32][C:3]1=2.[ClH:40]. The catalyst is CO. The product is [ClH:40].[CH3:1][N:2]1[C:10]2[CH:9]=[C:8]([N:11]3[CH:16]=[CH:15][C:14]([C:17]4[CH:18]=[N:19][C:20]([C:23]([F:24])([F:25])[F:26])=[CH:21][CH:22]=4)=[CH:13][C:12]3=[O:27])[CH:7]=[CH:6][C:5]=2[C:4]2[CH2:28][NH:29][CH2:30][CH2:31][CH2:32][C:3]1=2. The yield is 0.700. (3) The reactants are [CH2:1]([N:8]1[CH2:13][CH2:12][N:11]([CH2:14][CH2:15][N:16]2C(=O)C3C(=CC=CC=3)C2=O)[CH2:10][CH2:9]1)[C:2]1[CH:7]=[CH:6][CH:5]=[CH:4][CH:3]=1.O.NN. The catalyst is C(O)C. The product is [CH2:1]([N:8]1[CH2:9][CH2:10][N:11]([CH2:14][CH2:15][NH2:16])[CH2:12][CH2:13]1)[C:2]1[CH:3]=[CH:4][CH:5]=[CH:6][CH:7]=1. The yield is 1.00.